Task: Regression. Given a peptide amino acid sequence and an MHC pseudo amino acid sequence, predict their binding affinity value. This is MHC class I binding data.. Dataset: Peptide-MHC class I binding affinity with 185,985 pairs from IEDB/IMGT The peptide sequence is GRYFRIQEV. The MHC is HLA-B14:01 with pseudo-sequence HLA-B14:02. The binding affinity (normalized) is 0.290.